From a dataset of Catalyst prediction with 721,799 reactions and 888 catalyst types from USPTO. Predict which catalyst facilitates the given reaction. (1) Reactant: O=P(Cl)(Cl)[Cl:3].[Cl:6][C:7]1[CH:12]=[C:11]([Cl:13])[CH:10]=[CH:9][C:8]=1[C:14]1[CH:19]=[CH:18][NH:17][C:16](=O)[C:15]=1[N+:21]([O-:23])=[O:22]. Product: [Cl:3][C:16]1[C:15]([N+:21]([O-:23])=[O:22])=[C:14]([C:8]2[CH:9]=[CH:10][C:11]([Cl:13])=[CH:12][C:7]=2[Cl:6])[CH:19]=[CH:18][N:17]=1. The catalyst class is: 3. (2) Reactant: [Br:1][C:2]1[CH:7]=[CH:6][C:5]([CH2:8]Cl)=[CH:4][C:3]=1[Cl:10].[CH3:11][CH2:12][N:13](CC)[CH2:14][CH3:15].N1CCCC1. Product: [Br:1][C:2]1[CH:7]=[CH:6][C:5]([CH2:8][N:13]2[CH2:14][CH2:15][CH2:11][CH2:12]2)=[CH:4][C:3]=1[Cl:10]. The catalyst class is: 1. (3) Reactant: Cl[C:2]1[N:7]=[C:6]([NH:8][CH2:9][CH2:10][NH:11][C:12](=[O:14])[CH3:13])[C:5]([N+:15]([O-])=O)=[CH:4][N:3]=1.C(N(CC)C(C)C)(C)C.[Cl:27][C:28]1[CH:29]=[C:30]([CH:33]=[CH:34][C:35]=1[Cl:36])[CH2:31][NH2:32].[O-]S(S([O-])=O)=O.[Na+].[Na+].C([O-])([O-])=O.[Na+].[Na+]. Product: [NH2:15][C:5]1[C:6]([NH:8][CH2:9][CH2:10][NH:11][C:12](=[O:14])[CH3:13])=[N:7][C:2]([NH:32][CH2:31][C:30]2[CH:33]=[CH:34][C:35]([Cl:36])=[C:28]([Cl:27])[CH:29]=2)=[N:3][CH:4]=1. The catalyst class is: 249. (4) Reactant: [Cl:1][C:2]1[N:10]=[CH:9][CH:8]=[CH:7][C:3]=1[C:4](Cl)=[O:5].[CH2:11]([O:13][C:14]([C:16]1[CH:20]=[CH:19][NH:18][CH:17]=1)=[O:15])[CH3:12].[Sn](Cl)(Cl)(Cl)Cl.Cl. The catalyst class is: 48. Product: [CH2:11]([O:13][C:14]([C:16]1[CH:20]=[C:19]([C:4]([C:3]2[C:2]([Cl:1])=[N:10][CH:9]=[CH:8][CH:7]=2)=[O:5])[NH:18][CH:17]=1)=[O:15])[CH3:12]. (5) Reactant: C(OC(=O)[NH:7][C@H:8]1[CH2:12][CH2:11][N:10]([C:13]2[C:22]3[C:17](=[CH:18][C:19]([CH3:23])=[CH:20][CH:21]=3)[N:16]=[C:15]([C:24]3[CH:29]=[CH:28][CH:27]=[CH:26][C:25]=3[OH:30])[N:14]=2)[CH2:9]1)(C)(C)C.C(O)(C(F)(F)F)=O. Product: [NH2:7][C@H:8]1[CH2:12][CH2:11][N:10]([C:13]2[C:22]3[C:17](=[CH:18][C:19]([CH3:23])=[CH:20][CH:21]=3)[N:16]=[C:15]([C:24]3[CH:29]=[CH:28][CH:27]=[CH:26][C:25]=3[OH:30])[N:14]=2)[CH2:9]1. The catalyst class is: 2. (6) Reactant: [OH:1][C:2]1[CH:3]=[C:4]([CH:9]=[C:10]([OH:12])[CH:11]=1)[C:5]([O:7][CH3:8])=[O:6].[H-].[Na+].[CH3:15][C:16]1[CH:23]=[CH:22][CH:21]=[CH:20][C:17]=1[CH2:18]Br. Product: [OH:1][C:2]1[CH:3]=[C:4]([CH:9]=[C:10]([O:12][CH2:15][C:16]2[CH:23]=[CH:22][CH:21]=[CH:20][C:17]=2[CH3:18])[CH:11]=1)[C:5]([O:7][CH3:8])=[O:6]. The catalyst class is: 3.